This data is from Catalyst prediction with 721,799 reactions and 888 catalyst types from USPTO. The task is: Predict which catalyst facilitates the given reaction. Reactant: [CH2:1]([O:5][C:6]1[C:11]([F:12])=[C:10](F)[N:9]=[CH:8][N:7]=1)[C:2]#[C:3][CH3:4].[CH3:14][CH:15]1[CH2:20][CH:19]([CH3:21])[CH2:18][NH:17][CH2:16]1. Product: [CH2:1]([O:5][C:6]1[C:11]([F:12])=[C:10]([N:17]2[CH2:18][CH:19]([CH3:21])[CH2:20][CH:15]([CH3:14])[CH2:16]2)[N:9]=[CH:8][N:7]=1)[C:2]#[C:3][CH3:4]. The catalyst class is: 11.